This data is from Peptide-MHC class II binding affinity with 134,281 pairs from IEDB. The task is: Regression. Given a peptide amino acid sequence and an MHC pseudo amino acid sequence, predict their binding affinity value. This is MHC class II binding data. (1) The peptide sequence is LKALTTKHPSLNIIT. The MHC is DRB3_0101 with pseudo-sequence DRB3_0101. The binding affinity (normalized) is 0.242. (2) The MHC is HLA-DQA10201-DQB10301 with pseudo-sequence HLA-DQA10201-DQB10301. The peptide sequence is SRKECPFSNRVWNSF. The binding affinity (normalized) is 0.652. (3) The peptide sequence is ASSDITAQLSQLISL. The MHC is DRB1_1501 with pseudo-sequence DRB1_1501. The binding affinity (normalized) is 0.581. (4) The peptide sequence is EKKYFAAKQFEPLAA. The MHC is HLA-DPA10103-DPB10401 with pseudo-sequence HLA-DPA10103-DPB10401. The binding affinity (normalized) is 0.848. (5) The peptide sequence is APEVKYTVFETALKE. The MHC is HLA-DQA10501-DQB10201 with pseudo-sequence HLA-DQA10501-DQB10201. The binding affinity (normalized) is 0.408. (6) The peptide sequence is CNANPGLMKDVAKVF. The MHC is DRB1_0401 with pseudo-sequence DRB1_0401. The binding affinity (normalized) is 0.324. (7) The peptide sequence is APEVKYTVFETALKK. The MHC is HLA-DPA10103-DPB10201 with pseudo-sequence HLA-DPA10103-DPB10201. The binding affinity (normalized) is 0.838. (8) The peptide sequence is RDLEVVAATPTSLLI. The MHC is DRB1_0404 with pseudo-sequence DRB1_0404. The binding affinity (normalized) is 0.663.